Predict the reaction yield, written as a fraction of the theoretical maximum amount of product (1.0 means a 100% yield; for example, 0.34 means a 34% yield). From a dataset of Reaction yield outcomes from USPTO patents with 853,638 reactions. (1) The reactants are FC(F)(F)C(O)=O.C(OC([N:15]1[CH2:20][CH2:19][N:18]2[C:21]([C:24]3[CH:29]=[CH:28][C:27]([O:30][CH3:31])=[CH:26][CH:25]=3)=[N:22][N:23]=[C:17]2[CH:16]1[C:32]1[O:36][N:35]=[C:34]([C:37]2[CH:42]=[CH:41][CH:40]=[C:39]([Cl:43])[CH:38]=2)[N:33]=1)=O)(C)(C)C. The catalyst is ClCCl. The product is [Cl:43][C:39]1[CH:38]=[C:37]([C:34]2[N:33]=[C:32]([CH:16]3[NH:15][CH2:20][CH2:19][N:18]4[C:21]([C:24]5[CH:29]=[CH:28][C:27]([O:30][CH3:31])=[CH:26][CH:25]=5)=[N:22][N:23]=[C:17]34)[O:36][N:35]=2)[CH:42]=[CH:41][CH:40]=1. The yield is 0.690. (2) The reactants are [NH2:1][C:2]1[C:7]([C:8]([F:11])([F:10])[F:9])=[CH:6][C:5]([C:12]([F:15])([F:14])[F:13])=[CH:4][C:3]=1[NH:16][C:17](=O)[CH2:18][S:19][CH3:20].C(O)(=O)C. The catalyst is O1CCCC1. The product is [CH3:20][S:19][CH2:18][C:17]1[NH:16][C:3]2[CH:4]=[C:5]([C:12]([F:15])([F:14])[F:13])[CH:6]=[C:7]([C:8]([F:11])([F:10])[F:9])[C:2]=2[N:1]=1. The yield is 0.890. (3) The reactants are Br[C:2]1[CH:3]([CH2:7][CH:8]=[O:9])[CH2:4][CH2:5][CH:6]=1.C([O-])([O-])=O.[Na+].[Na+].[C:16]1(B(O)O)[CH:21]=[CH:20][CH:19]=[CH:18][CH:17]=1.C(OCC)C. The catalyst is C1C=CC=CC=1.CCO.C1C=CC([P]([Pd]([P](C2C=CC=CC=2)(C2C=CC=CC=2)C2C=CC=CC=2)([P](C2C=CC=CC=2)(C2C=CC=CC=2)C2C=CC=CC=2)[P](C2C=CC=CC=2)(C2C=CC=CC=2)C2C=CC=CC=2)(C2C=CC=CC=2)C2C=CC=CC=2)=CC=1. The product is [C:16]1([C:2]2[CH:3]([CH2:7][CH:8]=[O:9])[CH2:4][CH2:5][CH:6]=2)[CH:21]=[CH:20][CH:19]=[CH:18][CH:17]=1. The yield is 0.620. (4) The reactants are [NH2:1][C:2]1[NH:6][N:5]=[C:4]([CH3:7])[C:3]=1[C:8]1[S:9][C:10]2[CH:16]=[C:15]([S:17](Cl)(=[O:19])=[O:18])[CH:14]=[CH:13][C:11]=2[N:12]=1.[NH2:21][CH2:22][CH2:23][NH:24][C:25](=[O:27])[CH3:26].CN1CCOCC1. The catalyst is CO. The product is [NH2:1][C:2]1[NH:6][N:5]=[C:4]([CH3:7])[C:3]=1[C:8]1[S:9][C:10]2[CH:16]=[C:15]([S:17]([NH:21][CH2:22][CH2:23][NH:24][C:25](=[O:27])[CH3:26])(=[O:19])=[O:18])[CH:14]=[CH:13][C:11]=2[N:12]=1. The yield is 0.430. (5) The reactants are Cl.[Cl:2][C:3]1[C:8]([F:9])=[CH:7][CH:6]=[CH:5][C:4]=1[CH:10]1[CH2:15][CH2:14][NH:13][CH2:12][CH2:11]1.[C:16]([O:20][C:21]([N:23]1[CH2:28][CH2:27][C:26]2[NH:29][N:30]=[C:31]([C:32](O)=[O:33])[C:25]=2[CH2:24]1)=[O:22])([CH3:19])([CH3:18])[CH3:17].C(N(C(C)C)CC)(C)C.CCN=C=NCCCN(C)C.C1C=CC2N(O)N=NC=2C=1. The catalyst is CN(C=O)C.O. The product is [Cl:2][C:3]1[C:8]([F:9])=[CH:7][CH:6]=[CH:5][C:4]=1[CH:10]1[CH2:15][CH2:14][N:13]([C:32]([C:31]2[C:25]3[CH2:24][N:23]([C:21]([O:20][C:16]([CH3:19])([CH3:18])[CH3:17])=[O:22])[CH2:28][CH2:27][C:26]=3[NH:29][N:30]=2)=[O:33])[CH2:12][CH2:11]1. The yield is 0.820.